From a dataset of Reaction yield outcomes from USPTO patents with 853,638 reactions. Predict the reaction yield, written as a fraction of the theoretical maximum amount of product (1.0 means a 100% yield; for example, 0.34 means a 34% yield). The reactants are IC1[CH:3]=[C:4]([CH:8]=[CH:9][CH:10]=1)[C:5](N)=[O:6].[OH2:11].C([N:14]([CH2:17][CH3:18])CC)C.C1(P(C(P(C2C=CC=CC=2)C2C=CC=CC=2)(C)C)C2C=CC=CC=2)C=CC=CC=1.[C]=[O:49]. The catalyst is C(#N)C.C([O-])(=O)C.[Pd+2].C([O-])(=O)C. The product is [C:5]([C:4]1[CH:3]=[C:18]([CH:10]=[CH:9][CH:8]=1)[C:17]([NH2:14])=[O:49])([OH:11])=[O:6]. The yield is 0.870.